From a dataset of Reaction yield outcomes from USPTO patents with 853,638 reactions. Predict the reaction yield, written as a fraction of the theoretical maximum amount of product (1.0 means a 100% yield; for example, 0.34 means a 34% yield). (1) The reactants are [C:1](=[O:39])([O:9][CH:10]([CH2:21][CH2:22][CH2:23][CH2:24][CH2:25][CH2:26][CH2:27]/[CH:28]=[CH:29]\[CH2:30][C@H:31]([OH:38])[CH2:32][CH2:33][CH2:34][CH2:35][CH2:36][CH3:37])[CH2:11][CH2:12][CH2:13][CH2:14][CH2:15][CH2:16][CH2:17][CH2:18][CH2:19][CH3:20])[O:2][CH2:3][CH2:4][CH2:5][N:6]([CH3:8])[CH3:7].N1C=CC=CC=1.[C:46](Cl)(=[O:48])[CH3:47]. The catalyst is ClCCl. The product is [C:46]([O:38][C@@H:31]([CH2:30]/[CH:29]=[CH:28]\[CH2:27][CH2:26][CH2:25][CH2:24][CH2:23][CH2:22][CH2:21][CH:10]([O:9][C:1]([O:2][CH2:3][CH2:4][CH2:5][N:6]([CH3:8])[CH3:7])=[O:39])[CH2:11][CH2:12][CH2:13][CH2:14][CH2:15][CH2:16][CH2:17][CH2:18][CH2:19][CH3:20])[CH2:32][CH2:33][CH2:34][CH2:35][CH2:36][CH3:37])(=[O:48])[CH3:47]. The yield is 0.200. (2) The reactants are [Br:1][C:2]1[CH:19]=[CH:18][C:5]([O:6][C:7]2[CH:15]=[CH:14][C:13]([O:16][CH3:17])=[CH:12][C:8]=2[C:9]([OH:11])=O)=[CH:4][CH:3]=1.S(=O)(=O)(O)O. No catalyst specified. The product is [Br:1][C:2]1[CH:3]=[CH:4][C:5]2[O:6][C:7]3[C:8](=[CH:12][C:13]([O:16][CH3:17])=[CH:14][CH:15]=3)[C:9](=[O:11])[C:18]=2[CH:19]=1. The yield is 0.688. (3) The reactants are [CH3:1][N:2]1[C:6]2[CH2:7][N:8](C(OC(C)(C)C)=O)[CH2:9][CH2:10][C:5]=2[CH:4]=[N:3]1.Cl.CC(=O)OCC. The catalyst is CC(=O)OCC. The product is [CH3:1][N:2]1[C:6]2[CH2:7][NH:8][CH2:9][CH2:10][C:5]=2[CH:4]=[N:3]1. The yield is 0.280. (4) The product is [CH2:1]([O:3][C:4]([C:6]1[CH:7]=[C:8]2[C:13](=[CH:14][CH:15]=1)[NH:12][CH:11]([C:16]1[CH:21]=[CH:20][CH:19]=[C:18]([C:22](=[O:23])[NH:32][C:26]3[CH:31]=[CH:30][CH:29]=[CH:28][CH:27]=3)[CH:17]=1)[C:10]([CH3:24])([CH3:25])[CH2:9]2)=[O:5])[CH3:2]. The yield is 0.930. The reactants are [CH2:1]([O:3][C:4]([C:6]1[CH:7]=[C:8]2[C:13](=[CH:14][CH:15]=1)[NH:12][CH:11]([C:16]1[CH2:17][C:18](=[C:22]=[O:23])[CH:19]=[CH:20][CH:21]=1)[C:10]([CH3:25])([CH3:24])[CH2:9]2)=[O:5])[CH3:2].[C:26]1([NH2:32])[CH:31]=[CH:30][CH:29]=[CH:28][CH:27]=1.CN(C(ON1N=NC2C=CC=NC1=2)=[N+](C)C)C.F[P-](F)(F)(F)(F)F.C(N(CC)CC)C. The catalyst is ClCCl. (5) The reactants are [Br:1][C:2]1[C:8]([F:9])=[CH:7][CH:6]=[CH:5][C:3]=1[NH2:4].[C:10](Cl)(=[O:14])[CH2:11][CH2:12][CH3:13].N1C=CC=CC=1.O. The catalyst is C(Cl)Cl. The product is [Br:1][C:2]1[C:8]([F:9])=[CH:7][CH:6]=[CH:5][C:3]=1[NH:4][C:10](=[O:14])[CH2:11][CH2:12][CH3:13]. The yield is 0.730. (6) The reactants are [CH2:1]([OH:4])[CH2:2][CH3:3].C(Cl)(=O)C.[O:9]=[CH:10][C@@H:11]([C@H:13]([C@H:15]([CH2:17][OH:18])[OH:16])[OH:14])[OH:12]. The product is [CH2:1]([O:4][C:10]([C@@H:11]([C@H:13]([C@H:15]([CH2:17][OH:18])[OH:16])[OH:14])[OH:12])=[O:9])[CH2:2][CH3:3]. The yield is 0.800. No catalyst specified.